This data is from Forward reaction prediction with 1.9M reactions from USPTO patents (1976-2016). The task is: Predict the product of the given reaction. (1) Given the reactants Cl[Si]1(Cl)C2C=CC=CC=2C2C1=CC=CC=2.[C:16]([C:20]1[CH:21]=[C:22]([C:30]2[CH:38]=[CH:37][CH:36]=[C:35]3[C:31]=2[CH:32]=[C:33]([CH:39]([CH3:41])[CH3:40])[CH2:34]3)[CH:23]=[C:24]([C:26]([CH3:29])([CH3:28])[CH3:27])[CH:25]=1)([CH3:19])([CH3:18])[CH3:17].[Li], predict the reaction product. The product is: [C:16]([C:20]1[CH:21]=[C:22]([C:30]2[CH:38]=[CH:37][CH:36]=[C:35]3[C:31]=2[CH:32]=[C:33]([CH:39]([CH3:41])[CH3:40])[CH2:34]3)[CH:23]=[C:24]([C:26]([CH3:29])([CH3:28])[CH3:27])[CH:25]=1)([CH3:17])([CH3:18])[CH3:19]. (2) Given the reactants [OH:1][B:2]([OH:12])[C:3]1[CH:11]=[CH:10][C:6]([C:7]([OH:9])=[O:8])=[CH:5][CH:4]=1.[CH2:13](O)[CH2:14][CH2:15]O, predict the reaction product. The product is: [O:1]1[CH2:15][CH2:14][CH2:13][O:12][B:2]1[C:3]1[CH:11]=[CH:10][C:6]([C:7]([OH:9])=[O:8])=[CH:5][CH:4]=1. (3) Given the reactants O=[C:2]([CH3:5])[CH:3]=O.[F:6][C:7]1[CH:8]=[C:9]([NH2:14])[C:10]([NH2:13])=[CH:11][CH:12]=1, predict the reaction product. The product is: [F:6][C:7]1[CH:8]=[C:9]2[C:10](=[CH:11][CH:12]=1)[N:13]=[C:2]([CH3:5])[CH:3]=[N:14]2. (4) Given the reactants Br[C:2]1[CH:11]=[CH:10][C:5]([C:6]([O:8]C)=O)=[CH:4][C:3]=1CBr.C([O-])([O-])=O.[K+].[K+].[CH3:20][C:21](C)=O, predict the reaction product. The product is: [C:20]([C:2]1[CH:3]=[CH:4][C:5]([CH2:6][OH:8])=[CH:10][CH:11]=1)#[CH:21]. (5) Given the reactants C([N:3](CC)CC)C.C1(P(N=[N+]=[N-])(C2C=CC=CC=2)=O)C=CC=CC=1.[N:25]1([C:30]2[CH:38]=[CH:37][C:33](C(O)=O)=[CH:32][C:31]=2[O:39][CH3:40])[CH:29]=[CH:28][N:27]=[CH:26]1.[C:41](=[O:44])(O)[O-:42].[Na+].[C:46]1([CH3:52])[CH:51]=CC=C[CH:47]=1, predict the reaction product. The product is: [C:46]([O:42][C:41](=[O:44])[NH:3][C:33]1[CH:37]=[CH:38][C:30]([N:25]2[CH:29]=[CH:28][N:27]=[CH:26]2)=[C:31]([O:39][CH3:40])[CH:32]=1)([CH3:52])([CH3:51])[CH3:47]. (6) Given the reactants [C:1]([NH:9][C:10]1[CH:22]=[C:21]([C:23]2[CH:28]=[CH:27][C:26]([OH:29])=[CH:25][CH:24]=2)[CH:20]=[CH:19][C:11]=1[C:12]([O:14]C(C)(C)C)=[O:13])(=[O:8])[C:2]1[CH:7]=[CH:6][CH:5]=[CH:4][CH:3]=1, predict the reaction product. The product is: [C:1]([NH:9][C:10]1[CH:22]=[C:21]([C:23]2[CH:24]=[CH:25][C:26]([OH:29])=[CH:27][CH:28]=2)[CH:20]=[CH:19][C:11]=1[C:12]([OH:14])=[O:13])(=[O:8])[C:2]1[CH:3]=[CH:4][CH:5]=[CH:6][CH:7]=1.